Dataset: Full USPTO retrosynthesis dataset with 1.9M reactions from patents (1976-2016). Task: Predict the reactants needed to synthesize the given product. (1) Given the product [Br:1][C:2]1[CH:3]=[C:4]([S:9]([N:16]2[CH2:13][CH2:15][CH2:21][CH2:19]2)(=[O:11])=[O:10])[CH:5]=[CH:6][C:7]=1[F:8], predict the reactants needed to synthesize it. The reactants are: [Br:1][C:2]1[CH:3]=[C:4]([S:9](Cl)(=[O:11])=[O:10])[CH:5]=[CH:6][C:7]=1[F:8].[CH:13]([N:16]([CH:19]([CH3:21])C)CC)([CH3:15])C.N1CCCC1. (2) Given the product [NH2:7][C:8]1([C:12]2[CH:13]=[CH:14][C:15]([C:18]3[C:38]([C:39]4[CH:44]=[CH:43][CH:42]=[CH:41][CH:40]=4)=[CH:37][N:21]4[N:22]=[C:23]5[C:28]([CH:27]=[CH:26][C:25]([C:29]6[CH:30]=[C:31]([CH:32]=[CH:33][CH:34]=6)[C:35]#[N:36])=[CH:24]5)=[C:20]4[N:19]=3)=[CH:16][CH:17]=2)[CH2:9][CH2:10][CH2:11]1, predict the reactants needed to synthesize it. The reactants are: C(OC(=O)[NH:7][C:8]1([C:12]2[CH:17]=[CH:16][C:15]([C:18]3[C:38]([C:39]4[CH:44]=[CH:43][CH:42]=[CH:41][CH:40]=4)=[CH:37][N:21]4[N:22]=[C:23]5[C:28]([CH:27]=[CH:26][C:25]([C:29]6[CH:34]=[CH:33][CH:32]=[C:31]([C:35]#[N:36])[CH:30]=6)=[CH:24]5)=[C:20]4[N:19]=3)=[CH:14][CH:13]=2)[CH2:11][CH2:10][CH2:9]1)(C)(C)C.C(C1C=C(C2C(C3C=CC=CC=3)=CN3N=C4C(C=CC(C5C=C(C=CC=5)C#N)=C4)=C3N=2)C=CC=1)#N. (3) Given the product [NH2:14][C@@H:3]([CH2:2][C:10]([OH:12])=[O:11])[C:4]1[CH:9]=[CH:8][CH:7]=[CH:6][CH:5]=1, predict the reactants needed to synthesize it. The reactants are: N[C@H:2]([C:10]([OH:12])=[O:11])[CH2:3][C:4]1[CH:9]=[CH:8][CH:7]=[CH:6][CH:5]=1.O.[NH3:14]. (4) Given the product [CH2:14]([N:12]([CH3:13])[S:9]([C:5]1[CH:6]=[CH:7][CH:8]=[C:3]([CH2:2][N:1]2[CH2:32][CH2:31][O:30][CH2:29][CH2:28]2)[CH:4]=1)(=[O:11])=[O:10])[C:15]1[CH:16]=[CH:17][CH:18]=[CH:19][CH:20]=1, predict the reactants needed to synthesize it. The reactants are: [NH2:1][CH2:2][C:3]1[CH:4]=[C:5]([S:9]([N:12]([CH2:14][C:15]2[CH:20]=[CH:19][CH:18]=[CH:17][CH:16]=2)[CH3:13])(=[O:11])=[O:10])[CH:6]=[CH:7][CH:8]=1.C(=O)([O-])[O-].[K+].[K+].Br[CH2:28][CH2:29][O:30][CH2:31][CH2:32]Br. (5) Given the product [Cl:22][C:14]1[CH:13]=[C:12]([C:8]2([C:5]3[CH:6]=[CH:7][C:2]([Cl:1])=[CH:3][CH:4]=3)[CH2:11][CH2:10][CH2:9]2)[N:17]=[C:16]([CH3:18])[N:15]=1, predict the reactants needed to synthesize it. The reactants are: [Cl:1][C:2]1[CH:7]=[CH:6][C:5]([C:8]2([C:12]3[N:17]=[C:16]([CH3:18])[N:15]=[C:14](O)[CH:13]=3)[CH2:11][CH2:10][CH2:9]2)=[CH:4][CH:3]=1.P(Cl)(Cl)([Cl:22])=O.[OH-].[Na+]. (6) Given the product [C:1]([C:3]1[CH:8]=[CH:7][C:6]([C:9]2([C:15]([OH:17])=[O:16])[CH2:10][C:11]([F:14])([F:13])[CH2:12]2)=[CH:5][CH:4]=1)#[N:2], predict the reactants needed to synthesize it. The reactants are: [C:1]([C:3]1[CH:8]=[CH:7][C:6]([C:9]2([C:15]([O:17]C)=[O:16])[CH2:12][C:11]([F:14])([F:13])[CH2:10]2)=[CH:5][CH:4]=1)#[N:2].[Li+].[OH-].